This data is from Full USPTO retrosynthesis dataset with 1.9M reactions from patents (1976-2016). The task is: Predict the reactants needed to synthesize the given product. (1) Given the product [N:19]1([CH2:4][CH2:3][O:10][C:11]2[CH:12]=[CH:13][C:14]([OH:17])=[CH:15][CH:16]=2)[CH2:20][CH2:21][CH2:22][CH2:23][CH2:28][CH2:27]1, predict the reactants needed to synthesize it. The reactants are: [H-].[Na+].[CH2:3]([O:10][C:11]1[CH:16]=[CH:15][C:14]([OH:17])=[CH:13][CH:12]=1)[C:4]1C=CC=CC=1.Cl.[N:19](=[CH:27][CH2:28]Cl)[CH2:20][CH2:21][CH2:22][CH2:23]CCCl.C([O-])=O.[NH4+]. (2) The reactants are: [ClH:1].[CH3:2][C:3]1[N:7]=[C:6]([C:8]2[N:12]3[CH2:13][CH2:14][NH:15][CH:16]([CH3:17])[C:11]3=[N:10][N:9]=2)ON=1.COC1C=C(OC)C=CC=1CN1C(C)C(OCC)=NCC1.Cl.CC1N=[C:44]([C:46]2N3CCNC(C)C3=NN=2)[S:43]N=1.Cl.CC1N=C(C2N3CCNC(C)C3=NN=2)OC=1.Cl.C(C1N=C(C2N3CCNC(C)C3=NN=2)SN=1)(C)C. Given the product [ClH:1].[CH3:2][C:3]1[N:7]=[C:6]([C:8]2[N:12]3[CH2:13][CH2:14][NH:15][CH:16]([CH3:17])[C:11]3=[N:10][N:9]=2)[S:43][C:44]=1[CH3:46], predict the reactants needed to synthesize it. (3) Given the product [NH:1]1[C:5]([CH2:6][C:7]2[CH:8]=[C:9]([NH:13][C:14]([C:16]3[O:17][C:18]([C:26]4[CH:27]=[CH:28][C:23]([Cl:22])=[CH:24][CH:25]=4)=[CH:19][CH:20]=3)=[O:15])[CH:10]=[CH:11][CH:12]=2)=[N:4][N:3]=[N:2]1, predict the reactants needed to synthesize it. The reactants are: [NH:1]1[C:5]([CH2:6][C:7]2[CH:8]=[C:9]([NH:13][C:14]([C:16]3[O:17][C:18](Br)=[CH:19][CH:20]=3)=[O:15])[CH:10]=[CH:11][CH:12]=2)=[N:4][N:3]=[N:2]1.[Cl:22][C:23]1[CH:28]=[CH:27][C:26](B(O)O)=[CH:25][CH:24]=1. (4) Given the product [CH2:13]([N:20]1[CH:25]2[CH2:24][N:23]([C:2]3[CH:7]=[CH:6][C:5]([N+:8]([O-:10])=[O:9])=[C:4]([O:11][CH3:12])[CH:3]=3)[CH2:22][CH:21]1[CH2:28][O:27][CH2:26]2)[C:14]1[CH:19]=[CH:18][CH:17]=[CH:16][CH:15]=1, predict the reactants needed to synthesize it. The reactants are: F[C:2]1[CH:7]=[CH:6][C:5]([N+:8]([O-:10])=[O:9])=[C:4]([O:11][CH3:12])[CH:3]=1.[CH2:13]([N:20]1[CH:25]2[CH2:26][O:27][CH2:28][CH:21]1[CH2:22][NH:23][CH2:24]2)[C:14]1[CH:19]=[CH:18][CH:17]=[CH:16][CH:15]=1.C(=O)([O-])[O-].[Cs+].[Cs+]. (5) Given the product [NH2:15][C:11]1[CH:10]=[C:9]([C:8]2[C:3]([O:2][CH3:1])=[CH:4][CH:5]=[C:6]([C:18]([NH:20][C:21]3[CH:26]=[CH:25][C:24]([C:27]4[CH:32]=[CH:31][C:30]([O:33][CH:34]5[CH2:39][CH2:38][N:37]([CH3:40])[CH2:36][CH2:35]5)=[CH:29][CH:28]=4)=[CH:23][CH:22]=3)=[O:19])[CH:7]=2)[CH:14]=[CH:13][CH:12]=1, predict the reactants needed to synthesize it. The reactants are: [CH3:1][O:2][C:3]1[C:8]([C:9]2[CH:14]=[CH:13][CH:12]=[C:11]([N+:15]([O-])=O)[CH:10]=2)=[CH:7][C:6]([C:18]([NH:20][C:21]2[CH:26]=[CH:25][C:24]([C:27]3[CH:32]=[CH:31][C:30]([O:33][CH:34]4[CH2:39][CH2:38][N:37]([CH3:40])[CH2:36][CH2:35]4)=[CH:29][CH:28]=3)=[CH:23][CH:22]=2)=[O:19])=[CH:5][CH:4]=1. (6) Given the product [NH2:24][CH2:23][CH2:22][NH:25][C:2]1[N:7]=[N:6][C:5]([C:8]([NH2:10])=[O:9])=[C:4]([NH:11][C:12]2[CH:17]=[CH:16][C:15]([F:18])=[C:14]([CH:19]([CH3:21])[CH3:20])[N:13]=2)[CH:3]=1, predict the reactants needed to synthesize it. The reactants are: Cl[C:2]1[N:7]=[N:6][C:5]([C:8]([NH2:10])=[O:9])=[C:4]([NH:11][C:12]2[CH:17]=[CH:16][C:15]([F:18])=[C:14]([CH:19]([CH3:21])[CH3:20])[N:13]=2)[CH:3]=1.[CH2:22]([NH2:25])[CH2:23][NH2:24].[NH4+].[OH-]. (7) Given the product [F:12][C:2]([F:1])([F:13])[C:3]1[N:8]=[C:7]([CH2:9][OH:10])[CH:6]=[CH:5][CH:4]=1, predict the reactants needed to synthesize it. The reactants are: [F:1][C:2]([F:13])([F:12])[C:3]1[N:8]=[C:7]([C:9](O)=[O:10])[CH:6]=[CH:5][CH:4]=1.C(N(CC)CC)C.ClC(OCC)=O.[BH4-].[Li+].[OH-].[Na+].Cl. (8) Given the product [F:1][C:2]1[C:3]([N:9]2[CH2:14][CH2:13][CH:12]([CH:15]3[CH2:20][CH2:19][NH:18][CH2:17][CH2:16]3)[CH2:11][CH2:10]2)=[N:4][C:5]([CH3:8])=[N:6][CH:7]=1, predict the reactants needed to synthesize it. The reactants are: [F:1][C:2]1[C:3]([N:9]2[CH2:14][CH2:13][CH:12]([CH:15]3[CH2:20][CH2:19][N:18](C(OC(C)(C)C)=O)[CH2:17][CH2:16]3)[CH2:11][CH2:10]2)=[N:4][C:5]([CH3:8])=[N:6][CH:7]=1.C(O)(C(F)(F)F)=O. (9) Given the product [CH3:1][C:2]1[C:6]([CH3:7])=[C:5]([NH:8][C:9]([N:34]2[CH2:35][CH2:36][N:31]([C:29]3[CH:30]=[C:25]([C:19]4[CH:24]=[CH:23][CH:22]=[CH:21][CH:20]=4)[N:26]=[CH:27][N:28]=3)[CH2:32][CH2:33]2)=[O:16])[O:4][N:3]=1, predict the reactants needed to synthesize it. The reactants are: [CH3:1][C:2]1[C:6]([CH3:7])=[C:5]([NH:8][C:9](=[O:16])OCC(Cl)(Cl)Cl)[O:4][N:3]=1.Cl.Cl.[C:19]1([C:25]2[CH:30]=[C:29]([N:31]3[CH2:36][CH2:35][NH:34][CH2:33][CH2:32]3)[N:28]=[CH:27][N:26]=2)[CH:24]=[CH:23][CH:22]=[CH:21][CH:20]=1.